Dataset: Catalyst prediction with 721,799 reactions and 888 catalyst types from USPTO. Task: Predict which catalyst facilitates the given reaction. (1) Reactant: C([O:3][C:4]([CH:6]1[CH2:16][CH2:15][C:9]2([O:13][N:12]=[C:11]([CH3:14])[CH2:10]2)[CH2:8][CH2:7]1)=[O:5])C.O.[OH-].[Li+]. Product: [CH3:14][C:11]1[CH2:10][C:9]2([CH2:15][CH2:16][CH:6]([C:4]([OH:5])=[O:3])[CH2:7][CH2:8]2)[O:13][N:12]=1. The catalyst class is: 24. (2) Reactant: [N:1]1(CCOC2C=CC(NC(N)=O)=CC=2)CCCC1.[N:19]([C:22]1[CH:23]=[C:24]([CH:29]=[CH:30][CH:31]=1)[CH2:25][N:26]([CH3:28])[CH3:27])=[C:20]=[S:21].N(C1C=CC(OCCN2CCCC2)=CC=1)=C=S.CN(CC1C=C(N)C=CC=1)C. Product: [CH3:27][N:26]([CH2:25][C:24]1[CH:23]=[C:22]([NH:19][C:20]([NH2:1])=[S:21])[CH:31]=[CH:30][CH:29]=1)[CH3:28].[N:19]([C:22]1[CH:23]=[C:24]([CH:29]=[CH:30][CH:31]=1)[CH2:25][N:26]([CH3:28])[CH3:27])=[C:20]=[S:21]. The catalyst class is: 61. (3) Reactant: [C:1]([N:5]1[C:9]2[CH:10]=[CH:11][CH:12]=[CH:13][C:8]=2[O:7][C:6]1=[O:14])(=[O:4])[CH2:2][CH3:3].CN1CCOCC1.[F:22][CH2:23][CH2:24][CH:25]=[O:26].Cl. Product: [F:22][CH2:23][CH2:24][C@H:25]([OH:26])[C@@H:2]([CH3:3])[C:1]([N:5]1[C:9]2[CH:10]=[CH:11][CH:12]=[CH:13][C:8]=2[O:7][C:6]1=[O:14])=[O:4]. The catalyst class is: 642. (4) Reactant: [H-].[Na+].[CH3:3][O:4][C:5]1[CH:15]=[CH:14][C:8]([O:9][CH2:10][CH:11]([OH:13])[CH3:12])=[CH:7][CH:6]=1.[CH2:16](Br)[C:17]1[CH:22]=[CH:21][CH:20]=[CH:19][CH:18]=1.[Cl-].[NH4+]. Product: [CH2:16]([O:13][CH:11]([CH3:12])[CH2:10][O:9][C:8]1[CH:14]=[CH:15][C:5]([O:4][CH3:3])=[CH:6][CH:7]=1)[C:17]1[CH:22]=[CH:21][CH:20]=[CH:19][CH:18]=1. The catalyst class is: 9. (5) Reactant: [Cl:1][C:2]1[C:7]2[C:8](=[O:21])[N:9](C(C)(C3C=CC=CC=3)C)[CH:10](O)[C:6]=2[CH:5]=[C:4]([CH3:22])[N:3]=1.FC(F)(F)C(O)=O.C([SiH](CC)CC)C. Product: [Cl:1][C:2]1[C:7]2[C:8](=[O:21])[NH:9][CH2:10][C:6]=2[CH:5]=[C:4]([CH3:22])[N:3]=1. The catalyst class is: 463. (6) Reactant: [OH:1][CH2:2][CH2:3][NH:4][C:5](=[O:11])[O:6][C:7]([CH3:10])([CH3:9])[CH3:8]. Product: [O:1]=[CH:2][CH2:3][NH:4][C:5](=[O:11])[O:6][C:7]([CH3:9])([CH3:8])[CH3:10]. The catalyst class is: 425.